Dataset: Reaction yield outcomes from USPTO patents with 853,638 reactions. Task: Predict the reaction yield, written as a fraction of the theoretical maximum amount of product (1.0 means a 100% yield; for example, 0.34 means a 34% yield). (1) The reactants are C1CN([P+](ON2N=NC3C=CC=CC2=3)(N2CCCC2)N2CCCC2)CC1.F[P-](F)(F)(F)(F)F.[C:34]([O:38][C:39]([NH:41][C:42]1[S:46][C:45]([C:47]2[C:52]([F:53])=[CH:51][CH:50]=[CH:49][C:48]=2[F:54])=[N:44][C:43]=1[C:55](O)=[O:56])=[O:40])([CH3:37])([CH3:36])[CH3:35].[Cl:58][C:59]1[N:63]([CH3:64])[N:62]=[CH:61][C:60]=1[NH2:65].CCN(C(C)C)C(C)C. The catalyst is C(Cl)Cl. The product is [Cl:58][C:59]1[N:63]([CH3:64])[N:62]=[CH:61][C:60]=1[NH:65][C:55]([C:43]1[N:44]=[C:45]([C:47]2[C:48]([F:54])=[CH:49][CH:50]=[CH:51][C:52]=2[F:53])[S:46][C:42]=1[NH:41][C:39](=[O:40])[O:38][C:34]([CH3:36])([CH3:37])[CH3:35])=[O:56]. The yield is 0.650. (2) The reactants are [CH3:1][O:2][C:3]1[C:8]([CH:9]=[CH2:10])=[C:7]([CH3:11])[CH:6]=[C:5]([CH3:12])[N:4]=1. The catalyst is [Pd].C(O)C. The product is [CH2:9]([C:8]1[C:3]([O:2][CH3:1])=[N:4][C:5]([CH3:12])=[CH:6][C:7]=1[CH3:11])[CH3:10]. The yield is 0.224.